Dataset: Full USPTO retrosynthesis dataset with 1.9M reactions from patents (1976-2016). Task: Predict the reactants needed to synthesize the given product. (1) Given the product [Cl:30][C:19]1[C:18]2[C:23](=[CH:24][CH:25]=[C:16]([C:8]([C:4]3[CH:5]=[CH:6][CH:7]=[C:2]([Cl:1])[CH:3]=3)([C:10]3[CH:11]=[N:12][CH:13]=[CH:14][CH:15]=3)[OH:9])[CH:17]=2)[N:22]=[C:21]([C:35]2[CH:36]=[N:31][CH:32]=[N:33][CH:34]=2)[C:20]=1[CH:27]([CH3:29])[CH3:28], predict the reactants needed to synthesize it. The reactants are: [Cl:1][C:2]1[CH:3]=[C:4]([C:8]([C:16]2[CH:17]=[C:18]3[C:23](=[CH:24][CH:25]=2)[N:22]=[C:21](Cl)[C:20]([CH:27]([CH3:29])[CH3:28])=[C:19]3[Cl:30])([C:10]2[CH:11]=[N:12][CH:13]=[CH:14][CH:15]=2)[OH:9])[CH:5]=[CH:6][CH:7]=1.[N:31]1[CH:36]=[C:35](B(O)O)[CH:34]=[N:33][CH:32]=1.C([O-])([O-])=O.[K+].[K+]. (2) Given the product [N:21]1[CH:26]=[CH:25][CH:24]=[CH:23][C:22]=1[CH2:27][NH:28][C:29]([C:31]1[S:32][C:33]([C:36]([NH:38][N:39]=[C:18]([C:3]2[C:2]([OH:1])=[C:6]([C:7]3[CH:12]=[CH:11][C:10]([C:13]([F:16])([F:15])[F:14])=[CH:9][CH:8]=3)[N:5]([CH3:17])[N:4]=2)[CH3:19])=[O:37])=[CH:34][CH:35]=1)=[O:30], predict the reactants needed to synthesize it. The reactants are: [OH:1][C:2]1[C:3]([C:18](=O)[CH3:19])=[N:4][N:5]([CH3:17])[C:6]=1[C:7]1[CH:12]=[CH:11][C:10]([C:13]([F:16])([F:15])[F:14])=[CH:9][CH:8]=1.[N:21]1[CH:26]=[CH:25][CH:24]=[CH:23][C:22]=1[CH2:27][NH:28][C:29]([C:31]1[S:32][C:33]([C:36]([NH:38][NH2:39])=[O:37])=[CH:34][CH:35]=1)=[O:30]. (3) Given the product [CH2:1]([N:3]1[C:15]2[CH:14]=[CH:13][C:12]([NH:16][C:25](=[O:26])[CH2:24][CH2:23][CH2:22][CH2:21][OH:27])=[CH:11][C:10]=2[C:9]2[C:4]1=[CH:5][CH:6]=[CH:7][CH:8]=2)[CH3:2], predict the reactants needed to synthesize it. The reactants are: [CH2:1]([N:3]1[C:15]2[CH:14]=[CH:13][C:12]([NH2:16])=[CH:11][C:10]=2[C:9]2[C:4]1=[CH:5][CH:6]=[CH:7][CH:8]=2)[CH3:2].C[Al](C)C.[C:21]1(=[O:27])[O:26][CH2:25][CH2:24][CH2:23][CH2:22]1.Cl.